This data is from Forward reaction prediction with 1.9M reactions from USPTO patents (1976-2016). The task is: Predict the product of the given reaction. (1) The product is: [F:17][C:18]1[CH:48]=[CH:47][CH:46]=[CH:45][C:19]=1[CH2:20][N:21]1[CH:30]([C:31]([N:8]2[CH2:7][CH2:6][C:5]3[C:10](=[CH:11][C:12]([O:13][CH3:14])=[C:3]([O:2][CH3:1])[CH:4]=3)[C@H:9]2[CH2:15][OH:16])=[O:32])[CH2:29][C:28]2[C:23](=[CH:24][CH:25]=[CH:26][CH:27]=2)[CH2:22]1. Given the reactants [CH3:1][O:2][C:3]1[CH:4]=[C:5]2[C:10](=[CH:11][C:12]=1[O:13][CH3:14])[CH:9]([CH2:15][OH:16])[NH:8][CH2:7][CH2:6]2.[F:17][C:18]1[CH:48]=[CH:47][CH:46]=[CH:45][C:19]=1[CH2:20][N:21]1[C@H:30]([C:31](OC2C(F)=C(F)C(F)=C(F)C=2F)=[O:32])[CH2:29][C:28]2[C:23](=[CH:24][CH:25]=[CH:26][CH:27]=2)[CH2:22]1.C(N(C(C)C)CC)(C)C, predict the reaction product. (2) Given the reactants C(C1C=CC=C(OC)C=1C(=O)COC1C=C(C)C=C(C)C=1C)(C)C.[CH:25]([C:28]1[CH:33]=[CH:32][C:31]([C:34](=O)[CH2:35][O:36][C:37]2[CH:42]=[C:41]([CH3:43])[CH:40]=[C:39]([CH3:44])[C:38]=2[CH3:45])=[C:30]([O:47][CH3:48])[CH:29]=1)([CH3:27])[CH3:26].O.[O-2].[O-2].[O-2].O=[Si]=O.O=[Si]=O.O=[Si]=O.O=[Si]=O.[Al+3].[Al+3], predict the reaction product. The product is: [CH:25]([C:28]1[CH:33]=[CH:32][C:31]([C:34]2[C:42]3[C:41]([CH3:43])=[CH:40][C:39]([CH3:44])=[C:38]([CH3:45])[C:37]=3[O:36][CH:35]=2)=[C:30]([O:47][CH3:48])[CH:29]=1)([CH3:27])[CH3:26]. (3) Given the reactants FC(F)(F)C(O)=O.[CH3:8][O:9][C:10](=[O:30])[CH2:11][C:12]1[C:21]([CH3:22])=[C:20]([CH:23]2[CH2:28][CH2:27][NH:26][CH2:25][CH2:24]2)[C:19]2[C:14](=[CH:15][CH:16]=[C:17]([F:29])[CH:18]=2)[CH:13]=1.C(N(CC)C(C)C)(C)C.[C:40]1([CH2:46][S:47](Cl)(=[O:49])=[O:48])[CH:45]=[CH:44][CH:43]=[CH:42][CH:41]=1, predict the reaction product. The product is: [CH3:8][O:9][C:10](=[O:30])[CH2:11][C:12]1[C:21]([CH3:22])=[C:20]([CH:23]2[CH2:24][CH2:25][N:26]([S:47]([CH2:46][C:40]3[CH:45]=[CH:44][CH:43]=[CH:42][CH:41]=3)(=[O:49])=[O:48])[CH2:27][CH2:28]2)[C:19]2[C:14](=[CH:15][CH:16]=[C:17]([F:29])[CH:18]=2)[CH:13]=1. (4) Given the reactants [Cl:1][C:2]1[CH:3]=[C:4]([C:9]23[CH2:14][CH:13]2[C:12](=O)[NH:11][C:10]3=[O:16])[CH:5]=[CH:6][C:7]=1[Cl:8], predict the reaction product. The product is: [Cl:1][C:2]1[CH:3]=[C:4]([C:9]23[CH2:14][CH:13]2[CH2:12][NH:11][C:10]3=[O:16])[CH:5]=[CH:6][C:7]=1[Cl:8]. (5) Given the reactants [F:1][C:2]1[CH:7]=[CH:6][CH:5]=[CH:4][C:3]=1[C:8]1[S:12][C:11]([CH3:13])=[N:10][C:9]=1[C:14]([OH:16])=O.[NH:17]1[CH2:22][CH2:21][CH2:20][C@@H:19]([NH:23][C:24]([C:26]2[N:33]3[C:29]([S:30][CH:31]=[CH:32]3)=[N:28][C:27]=2[CH3:34])=[O:25])[CH2:18]1, predict the reaction product. The product is: [F:1][C:2]1[CH:7]=[CH:6][CH:5]=[CH:4][C:3]=1[C:8]1[S:12][C:11]([CH3:13])=[N:10][C:9]=1[C:14]([N:17]1[CH2:22][CH2:21][CH2:20][C@@H:19]([NH:23][C:24]([C:26]2[N:33]3[C:29]([S:30][CH:31]=[CH:32]3)=[N:28][C:27]=2[CH3:34])=[O:25])[CH2:18]1)=[O:16]. (6) Given the reactants Br[C:2]1[O:6][C:5]([CH2:7][CH:8]2[CH2:13][CH2:12][CH2:11][CH2:10][N:9]2[C:14]([C:16]2[N:17]=[C:18]([CH3:28])[S:19][C:20]=2[C:21]2[CH:26]=[CH:25][C:24]([F:27])=[CH:23][CH:22]=2)=[O:15])=[N:4][C:3]=1[C:29]1[CH:34]=[CH:33][CH:32]=[CH:31][CH:30]=1.[Cu][C:36]#[N:37], predict the reaction product. The product is: [F:27][C:24]1[CH:25]=[CH:26][C:21]([C:20]2[S:19][C:18]([CH3:28])=[N:17][C:16]=2[C:14]([N:9]2[CH2:10][CH2:11][CH2:12][CH2:13][CH:8]2[CH2:7][C:5]2[O:6][C:2]([C:36]#[N:37])=[C:3]([C:29]3[CH:34]=[CH:33][CH:32]=[CH:31][CH:30]=3)[N:4]=2)=[O:15])=[CH:22][CH:23]=1.